From a dataset of Forward reaction prediction with 1.9M reactions from USPTO patents (1976-2016). Predict the product of the given reaction. (1) Given the reactants [N:1]1([CH2:7][CH2:8][N:9]2[CH:13]=[C:12]([C:14]3[CH:15]=[N:16][C:17]([C:20]4[CH:21]=[C:22]([CH2:26]O)[CH:23]=[CH:24][CH:25]=4)=[N:18][CH:19]=3)[CH:11]=[N:10]2)[CH2:6][CH2:5][O:4][CH2:3][CH2:2]1.[CH:28]([C:31]1[CH:32]=[CH:33][C:34](=[O:37])[NH:35][N:36]=1)([CH3:30])[CH3:29].C1(P(C2C=CC=CC=2)C2C=CC=CC=2)C=CC=CC=1.N(C(OC(C)C)=O)=NC(OC(C)C)=O, predict the reaction product. The product is: [CH:28]([C:31]1[CH:32]=[CH:33][C:34](=[O:37])[N:35]([CH2:26][C:22]2[CH:23]=[CH:24][CH:25]=[C:20]([C:17]3[N:16]=[CH:15][C:14]([C:12]4[CH:11]=[N:10][N:9]([CH2:8][CH2:7][N:1]5[CH2:6][CH2:5][O:4][CH2:3][CH2:2]5)[CH:13]=4)=[CH:19][N:18]=3)[CH:21]=2)[N:36]=1)([CH3:30])[CH3:29]. (2) Given the reactants CN(C(O[N:9]1[N:17]=NC2C=CC=CC1=2)=[N+](C)C)C.[B-](F)(F)(F)F.[Cl:23][C:24]1[C:25]([CH3:33])=[C:26]([CH:30]=[CH:31][CH:32]=1)[C:27](O)=[O:28].CCN(C(C)C)C(C)C.NN.C1COCC1, predict the reaction product. The product is: [Cl:23][C:24]1[C:25]([CH3:33])=[C:26]([CH:30]=[CH:31][CH:32]=1)[C:27]([NH:9][NH2:17])=[O:28]. (3) Given the reactants [CH3:1][O:2][C:3]1[CH:20]=[C:19]([O:21][CH3:22])[CH:18]=[CH:17][C:4]=1[CH2:5][NH:6][C:7]1[C:12]2[C:13]([CH3:16])=[N:14][NH:15][C:11]=2[CH:10]=[CH:9][N:8]=1.[H-].[Na+].[Cl:25][C:26]1[C:27]([CH3:48])=[C:28]([C:37]2[CH:38]=[CH:39][C:40]([C:43]([N:45]([CH3:47])[CH3:46])=[O:44])=[N:41][CH:42]=2)[C:29]([O:35][CH3:36])=[C:30]([CH:32](Cl)[CH3:33])[CH:31]=1, predict the reaction product. The product is: [Cl:25][C:26]1[C:27]([CH3:48])=[C:28]([C:37]2[CH:38]=[CH:39][C:40]([C:43]([N:45]([CH3:46])[CH3:47])=[O:44])=[N:41][CH:42]=2)[C:29]([O:35][CH3:36])=[C:30]([CH:32]([N:15]2[C:11]3[CH:10]=[CH:9][N:8]=[C:7]([NH:6][CH2:5][C:4]4[CH:17]=[CH:18][C:19]([O:21][CH3:22])=[CH:20][C:3]=4[O:2][CH3:1])[C:12]=3[C:13]([CH3:16])=[N:14]2)[CH3:33])[CH:31]=1. (4) The product is: [C:1]([C:3]([C:11]1[S:12][C:13]([C:16]#[N:17])=[CH:14][CH:15]=1)([CH:8]([CH3:10])[CH3:9])[CH2:4][CH2:5][CH2:6][N:49]1[CH2:48][CH2:47][N:46]([CH2:45][CH2:44][O:43][C:42]2[CH:52]=[CH:53][CH:54]=[C:40]([C:38]#[N:39])[CH:41]=2)[CH2:51][CH2:50]1)#[N:2]. Given the reactants [C:1]([C:3]([C:11]1[S:12][C:13]([C:16]#[N:17])=[CH:14][CH:15]=1)([CH:8]([CH3:10])[CH3:9])[CH2:4][CH2:5][CH2:6]O)#[N:2].C(N(CC)CC)C.S(Cl)(C)(=O)=O.[I-].[Na+].C(=O)([O-])[O-].[K+].[K+].[C:38]([C:40]1[CH:41]=[C:42]([CH:52]=[CH:53][CH:54]=1)[O:43][CH2:44][CH2:45][N:46]1[CH2:51][CH2:50][NH:49][CH2:48][CH2:47]1)#[N:39], predict the reaction product. (5) Given the reactants Br[C:2]1[C:3]2[N:4]([C:9]([C:12]([NH:14][C:15]3[CH:20]=[CH:19][N:18]=[CH:17][CH:16]=3)=[O:13])=[CH:10][N:11]=2)[N:5]=[C:6]([Cl:8])[CH:7]=1.ClC1C=C(Cl)C2N(C(C(NC3C=CN=CC=3)=O)=CN=2)N=1.[N:41]1[CH:46]=[CH:45][CH:44]=[CH:43][C:42]=1[NH2:47].CC(C)([O-])C.[K+], predict the reaction product. The product is: [Cl:8][C:6]1[CH:7]=[C:2]([NH:47][C:42]2[CH:43]=[CH:44][CH:45]=[CH:46][N:41]=2)[C:3]2[N:4]([C:9]([C:12]([NH:14][C:15]3[CH:20]=[CH:19][N:18]=[CH:17][CH:16]=3)=[O:13])=[CH:10][N:11]=2)[N:5]=1. (6) Given the reactants Br[C:2]1[CH:7]=[CH:6][C:5]([C@H:8]([C:20]2[CH:25]=[CH:24][CH:23]=[CH:22][C:21]=2[CH3:26])[CH2:9]/[C:10](/[C:13]2[CH:18]=[CH:17][N:16]=[C:15]([CH3:19])[CH:14]=2)=[N:11]\[OH:12])=[CH:4][CH:3]=1.[N:27]1[CH:32]=[C:31](B(O)O)[CH:30]=[N:29][CH:28]=1, predict the reaction product. The product is: [CH3:19][C:15]1[CH:14]=[C:13](/[C:10](=[N:11]/[OH:12])/[CH2:9][C@H:8]([C:5]2[CH:4]=[CH:3][C:2]([C:31]3[CH:32]=[N:27][CH:28]=[N:29][CH:30]=3)=[CH:7][CH:6]=2)[C:20]2[CH:25]=[CH:24][CH:23]=[CH:22][C:21]=2[CH3:26])[CH:18]=[CH:17][N:16]=1. (7) Given the reactants [Cl:1][C:2]1[N:7]=[CH:6][C:5]([C@@H:8]2[CH2:13][C@H:12]([OH:14])[CH2:11][CH2:10][N:9]2[C:15]([O:17][CH2:18][C:19]2[CH:24]=[CH:23][CH:22]=[CH:21][CH:20]=2)=[O:16])=[CH:4][CH:3]=1.[C:25](O)(=[O:32])[C:26]1[CH:31]=[CH:30][CH:29]=[CH:28][CH:27]=1.C1C=CC(P(C2C=CC=CC=2)C2C=CC=CC=2)=CC=1.CCOC(/N=N/C(OCC)=O)=O, predict the reaction product. The product is: [C:25]([O:14][C@H:12]1[CH2:11][CH2:10][N:9]([C:15]([O:17][CH2:18][C:19]2[CH:20]=[CH:21][CH:22]=[CH:23][CH:24]=2)=[O:16])[C@H:8]([C:5]2[CH:6]=[N:7][C:2]([Cl:1])=[CH:3][CH:4]=2)[CH2:13]1)(=[O:32])[C:26]1[CH:31]=[CH:30][CH:29]=[CH:28][CH:27]=1. (8) Given the reactants Br[C:2]1[CH:3]=[C:4]([NH:8][C:9]2[C:10]3[CH:11]=[C:12]4[O:28][CH2:27][CH2:26][O:25][CH2:24][CH2:23][O:22][CH2:21][CH2:20][O:19][C:13]4=[CH:14][C:15]=3[N:16]=[CH:17][N:18]=2)[CH:5]=[CH:6][CH:7]=1.C[Si]([C:33]#[CH:34])(C)C.C(=O)([O-])[O-].[K+].[K+], predict the reaction product. The product is: [C:33]([C:2]1[CH:3]=[C:4]([NH:8][C:9]2[C:10]3[CH:11]=[C:12]4[O:28][CH2:27][CH2:26][O:25][CH2:24][CH2:23][O:22][CH2:21][CH2:20][O:19][C:13]4=[CH:14][C:15]=3[N:16]=[CH:17][N:18]=2)[CH:5]=[CH:6][CH:7]=1)#[CH:34]. (9) Given the reactants Br[C:2]1[CH:3]=[N:4][CH:5]=[CH:6][CH:7]=1.[C:8]1([NH:14][NH2:15])[CH:13]=[CH:12][CH:11]=[CH:10][CH:9]=1, predict the reaction product. The product is: [C:8]1([N:14]([C:2]2[CH:3]=[N:4][CH:5]=[CH:6][CH:7]=2)[NH2:15])[CH:13]=[CH:12][CH:11]=[CH:10][CH:9]=1. (10) The product is: [Cl:13][C:14]1[CH:19]=[CH:18][CH:17]=[CH:16][C:15]=1[C:2]1[CH:10]=[CH:9][C:5]2[O:6][CH2:7][O:8][C:4]=2[C:3]=1[CH:11]=[O:12]. Given the reactants Br[C:2]1[CH:10]=[CH:9][C:5]2[O:6][CH2:7][O:8][C:4]=2[C:3]=1[CH:11]=[O:12].[Cl:13][C:14]1[CH:19]=[CH:18][CH:17]=[CH:16][C:15]=1B(O)O, predict the reaction product.